Predict the reactants needed to synthesize the given product. From a dataset of Full USPTO retrosynthesis dataset with 1.9M reactions from patents (1976-2016). (1) Given the product [OH:2][CH2:3][C:5]1[O:9][N:8]=[C:7]([C:10]23[CH2:11][CH2:12][C:13]([C:18]4[NH:19][C:20]5[N:21]([CH2:32][CH2:33][CH3:34])[C:22](=[O:31])[N:23]([CH2:28][CH2:29][CH3:30])[C:24](=[O:27])[C:25]=5[N:26]=4)([CH2:14][CH2:15]2)[CH2:16][CH2:17]3)[CH:6]=1, predict the reactants needed to synthesize it. The reactants are: C[O:2][C:3]([CH:5]1[O:9][N:8]=[C:7]([C:10]23[CH2:17][CH2:16][C:13]([C:18]4[NH:19][C:20]5[N:21]([CH2:32][CH2:33][CH3:34])[C:22](=[O:31])[N:23]([CH2:28][CH2:29][CH3:30])[C:24](=[O:27])[C:25]=5[N:26]=4)([CH2:14][CH2:15]2)[CH2:12][CH2:11]3)[CH2:6]1)=O.COC(C1ON=C(C23CCC(C4NC5N(CCC)C(=O)N(CCC)C(=O)C=5N=4)(CC2)CC3)C=1)=O.COC1C=CC(C2ON=C(C34CCC(C5NC6N(CCC)C(=O)N(CCC)C(=O)C=6N=5)(CC3)CC4)C=2)=CC=1.COC(C1ON=C(CC23CCC(C4NC5N(CCC)C(=O)N(CCC)C(=O)C=5N=4)(CC2)CC3)C=1)=O. (2) Given the product [Cl:20][C:21]1[S:25][C:24]([S:26]([NH:1][C@H:2]([CH2:3][OH:4])[C@@H:5]([CH2:11][CH3:12])[CH2:6][C:7]([F:8])([F:9])[F:10])(=[O:28])=[O:27])=[CH:23][CH:22]=1, predict the reactants needed to synthesize it. The reactants are: [NH2:1][C@@H:2]([C@@H:5]([CH2:11][CH3:12])[CH2:6][C:7]([F:10])([F:9])[F:8])[CH2:3][OH:4].C(N(CC)CC)C.[Cl:20][C:21]1[S:25][C:24]([S:26](Cl)(=[O:28])=[O:27])=[CH:23][CH:22]=1. (3) Given the product [Br:1][C:2]1[S:6][C:5]([C:7]([N:15]([C:14]2[CH:22]=[CH:23][CH:24]=[C:12]([O:11][CH3:10])[CH:13]=2)[C:16]2[CH:17]=[CH:18][CH:19]=[CH:20][CH:21]=2)=[O:8])=[CH:4][CH:3]=1, predict the reactants needed to synthesize it. The reactants are: [Br:1][C:2]1[S:6][C:5]([C:7](Cl)=[O:8])=[CH:4][CH:3]=1.[CH3:10][O:11][C:12]1[CH:13]=[C:14]([CH:22]=[CH:23][CH:24]=1)[NH:15][C:16]1[CH:21]=[CH:20][CH:19]=[CH:18][CH:17]=1.C(N(CC)CC)C. (4) Given the product [NH:1]([C:18]([O:20][C:21]([CH3:24])([CH3:23])[CH3:22])=[O:19])[C@H:2]([C:7]([NH:9][C@H:10]([C:15]([NH:37][C@H:38]([C:46]([NH:48][C@H:49]([C:60]([N:62]1[CH2:156][CH2:155][CH2:154][C@H:63]1[C:64]([NH:66][C@H:67]([C:78]([NH:80][C@H:81]([C:92]([N:94]1[CH2:153][CH2:152][CH2:151][C@H:95]1[C:96]([NH:98][C@H:99]([C:110]([NH:112][C@H:113]([C:121]([NH:123][C@H:124]([C:132]([NH:134][C@H:135]([C:148]([NH2:150])=[O:149])[CH2:136][CH2:137][CH2:138][CH2:139][NH:140][C:141]([O:143][C:144]([CH3:147])([CH3:146])[CH3:145])=[O:142])=[O:133])[CH2:125][CH2:126][CH2:127][NH:128][C:129](=[NH:130])[NH2:131])=[O:122])[CH2:114][CH2:115][CH2:116][NH:117][C:118](=[NH:119])[NH2:120])=[O:111])[CH2:100][C:101]1[C:109]2[C:104](=[CH:105][CH:106]=[CH:107][CH:108]=2)[NH:103][CH:102]=1)=[O:97])=[O:93])[CH2:82][C:83]1[C:91]2[C:86](=[CH:87][CH:88]=[CH:89][CH:90]=2)[NH:85][CH:84]=1)=[O:79])[CH2:68][C:69]1[C:77]2[C:72](=[CH:73][CH:74]=[CH:75][CH:76]=2)[NH:71][CH:70]=1)=[O:65])=[O:61])[CH2:50][C:51]1[C:59]2[C:54](=[CH:55][CH:56]=[CH:57][CH:58]=2)[NH:53][CH:52]=1)=[O:47])[CH2:39][CH2:40][CH2:41][NH:42][C:43](=[NH:44])[NH2:45])=[O:17])[CH2:11][CH:12]([CH3:13])[CH3:14])=[O:8])[C@H:3]([CH2:5][CH3:6])[CH3:4], predict the reactants needed to synthesize it. The reactants are: [NH:1]([C:18]([O:20][C:21]([CH3:24])([CH3:23])[CH3:22])=[O:19])[C@H:2]([C:7]([NH:9][C@H:10]([C:15]([OH:17])=O)[CH2:11][CH:12]([CH3:14])[CH3:13])=[O:8])[C@H:3]([CH2:5][CH3:6])[CH3:4].C1C=C2C(N(O)N=NC2=CC=1)=O.[NH2:37][C@H:38]([C:46]([NH:48][C@H:49]([C:60]([N:62]1[CH2:156][CH2:155][CH2:154][C@H:63]1[C:64]([NH:66][C@H:67]([C:78]([NH:80][C@H:81]([C:92]([N:94]1[CH2:153][CH2:152][CH2:151][C@H:95]1[C:96]([NH:98][C@H:99]([C:110]([NH:112][C@H:113]([C:121]([NH:123][C@H:124]([C:132]([NH:134][C@H:135]([C:148]([NH2:150])=[O:149])[CH2:136][CH2:137][CH2:138][CH2:139][NH:140][C:141]([O:143][C:144]([CH3:147])([CH3:146])[CH3:145])=[O:142])=[O:133])[CH2:125][CH2:126][CH2:127][NH:128][C:129](=[NH:131])[NH2:130])=[O:122])[CH2:114][CH2:115][CH2:116][NH:117][C:118](=[NH:120])[NH2:119])=[O:111])[CH2:100][C:101]1[C:109]2[C:104](=[CH:105][CH:106]=[CH:107][CH:108]=2)[NH:103][CH:102]=1)=[O:97])=[O:93])[CH2:82][C:83]1[C:91]2[C:86](=[CH:87][CH:88]=[CH:89][CH:90]=2)[NH:85][CH:84]=1)=[O:79])[CH2:68][C:69]1[C:77]2[C:72](=[CH:73][CH:74]=[CH:75][CH:76]=2)[NH:71][CH:70]=1)=[O:65])=[O:61])[CH2:50][C:51]1[C:59]2[C:54](=[CH:55][CH:56]=[CH:57][CH:58]=2)[NH:53][CH:52]=1)=[O:47])[CH2:39][CH2:40][CH2:41][NH:42][C:43](=[NH:45])[NH2:44].C(Cl)CCl.Cl. (5) Given the product [N:14]1[C:15]2[C:10](=[CH:9][C:8]([CH2:20][CH2:19][CH:18]=[O:21])=[CH:17][CH:16]=2)[CH:11]=[CH:12][CH:13]=1, predict the reactants needed to synthesize it. The reactants are: O1CCOCC1.Br[C:8]1[CH:9]=[C:10]2[C:15](=[CH:16][CH:17]=1)[N:14]=[CH:13][CH:12]=[CH:11]2.[CH2:18]([OH:21])[CH:19]=[CH2:20].CN(C1CCCCC1)C1CCCCC1. (6) Given the product [F:1][C:2]1[CH:7]=[C:6]([C:8]([F:9])([F:10])[F:11])[CH:5]=[CH:4][C:3]=1[C:12]1[C:13]2[N:20]=[N:19][N:18]([C:21]3[CH:26]=[CH:25][C:24]([OH:27])=[CH:23][CH:22]=3)[C:14]=2[N:15]=[CH:16][N:17]=1, predict the reactants needed to synthesize it. The reactants are: [F:1][C:2]1[CH:7]=[C:6]([C:8]([F:11])([F:10])[F:9])[CH:5]=[CH:4][C:3]=1[C:12]1[C:13]2[N:20]=[N:19][N:18]([C:21]3[CH:26]=[CH:25][C:24]([O:27]C)=[CH:23][CH:22]=3)[C:14]=2[N:15]=[CH:16][N:17]=1.B(Br)(Br)Br.CO.O. (7) Given the product [Cl:1][C:2]1[CH:3]=[N:4][CH:5]=[C:6]([O:8][CH2:15][C:14]2[CH:17]=[CH:18][C:11]([O:10][CH3:9])=[CH:12][CH:13]=2)[CH:7]=1, predict the reactants needed to synthesize it. The reactants are: [Cl:1][C:2]1[CH:3]=[N:4][CH:5]=[C:6]([OH:8])[CH:7]=1.[CH3:9][O:10][C:11]1[CH:18]=[CH:17][C:14]([CH2:15]O)=[CH:13][CH:12]=1.C1(P(C2C=CC=CC=2)C2C=CC=CC=2)C=CC=CC=1.C1COCC1. (8) Given the product [OH:42][C:38]1[CH:37]=[C:36]([C:17]2[CH:16]=[C:15]3[C:11]([CH:12]=[N:13][NH:14]3)=[C:10]([NH:9][C:7]([C:5]3[N:6]=[C:2]([CH3:1])[S:3][CH:4]=3)=[O:8])[CH:18]=2)[CH:41]=[CH:40][CH:39]=1, predict the reactants needed to synthesize it. The reactants are: [CH3:1][C:2]1[S:3][CH:4]=[C:5]([C:7]([NH:9][C:10]2[C:11]3[C:15]([CH:16]=[C:17](B4OC(C)(C)CC(C)(C)O4)[CH:18]=2)=[N:14][N:13](C2CCCCO2)[CH:12]=3)=[O:8])[N:6]=1.Br[C:36]1[CH:37]=[C:38]([OH:42])[CH:39]=[CH:40][CH:41]=1.O1CCOCC1.C(=O)([O-])[O-].[Na+].[Na+]. (9) Given the product [Cl:24][C:5]1[C:6]([NH:8][CH:9]2[CH2:23][CH:12]3[CH2:13][N:14]([C:16]([O:18][C:19]([CH3:22])([CH3:21])[CH3:20])=[O:17])[CH2:15][CH:11]3[CH2:10]2)=[N:7][C:2]([NH:34][C:31]2[CH:30]=[C:29]([CH:26]3[CH2:28][CH2:27]3)[NH:33][N:32]=2)=[N:3][CH:4]=1, predict the reactants needed to synthesize it. The reactants are: Cl[C:2]1[N:7]=[C:6]([NH:8][CH:9]2[CH2:23][CH:12]3[CH2:13][N:14]([C:16]([O:18][C:19]([CH3:22])([CH3:21])[CH3:20])=[O:17])[CH2:15][CH:11]3[CH2:10]2)[C:5]([Cl:24])=[CH:4][N:3]=1.Cl.[CH:26]1([C:29]2[NH:33][N:32]=[C:31]([NH2:34])[CH:30]=2)[CH2:28][CH2:27]1.C1C=CC(P(C2C(C3C(P(C4C=CC=CC=4)C4C=CC=CC=4)=CC=C4C=3C=CC=C4)=C3C(C=CC=C3)=CC=2)C2C=CC=CC=2)=CC=1.C([O-])([O-])=O.[Cs+].[Cs+]. (10) Given the product [C:5]([C:11]1[CH:19]=[CH:18][CH:17]=[CH:16][C:12]=1[C:13]([O-:15])=[O:14])(=[O:10])[CH2:6][CH2:7][CH2:8][CH3:9].[Li+:1], predict the reactants needed to synthesize it. The reactants are: [Li+:1].[OH-].CO.[C:5]([C:11]1[CH:19]=[CH:18][CH:17]=[CH:16][C:12]=1[C:13]([OH:15])=[O:14])(=[O:10])[CH2:6][CH2:7][CH2:8][CH3:9].